This data is from Peptide-MHC class I binding affinity with 185,985 pairs from IEDB/IMGT. The task is: Regression. Given a peptide amino acid sequence and an MHC pseudo amino acid sequence, predict their binding affinity value. This is MHC class I binding data. (1) The peptide sequence is RRNRKALWL. The MHC is HLA-B18:01 with pseudo-sequence HLA-B18:01. The binding affinity (normalized) is 0.0847. (2) The peptide sequence is TFIDVHIPK. The MHC is HLA-A03:01 with pseudo-sequence HLA-A03:01. The binding affinity (normalized) is 0.516. (3) The peptide sequence is KPIPHRTVL. The MHC is HLA-A01:01 with pseudo-sequence HLA-A01:01. The binding affinity (normalized) is 0.413. (4) The peptide sequence is FQPQNPQFI. The binding affinity (normalized) is 0.0258. The MHC is H-2-Kb with pseudo-sequence H-2-Kb. (5) The peptide sequence is CRDVVLQQH. The binding affinity (normalized) is 0. The MHC is HLA-B08:01 with pseudo-sequence HLA-B08:01. (6) The peptide sequence is SLSSQLSNL. The MHC is HLA-A02:01 with pseudo-sequence HLA-A02:01. The binding affinity (normalized) is 0.955. (7) The peptide sequence is STELSPLYF. The MHC is H-2-Kb with pseudo-sequence H-2-Kb. The binding affinity (normalized) is 0.0281.